Dataset: Forward reaction prediction with 1.9M reactions from USPTO patents (1976-2016). Task: Predict the product of the given reaction. (1) Given the reactants [Cl:1][C:2]1[CH:3]=[C:4]([CH:8]([NH2:10])[CH3:9])[CH:5]=[CH:6][CH:7]=1.F[C:12]1[CH:17]=[C:16](F)[CH:15]=[CH:14][C:13]=1[N+:19]([O-:21])=[O:20].[CH:22]([N:25](CC)[CH:26]([CH3:28])C)([CH3:24])C.C(#[N:33])C, predict the reaction product. The product is: [ClH:1].[Cl:1][C:2]1[CH:3]=[C:4]([CH:8]([NH:10][C:12]2[CH:17]=[C:16]([N:33]3[CH2:28][CH2:26][NH:25][CH2:22][CH2:24]3)[CH:15]=[CH:14][C:13]=2[N+:19]([O-:21])=[O:20])[CH3:9])[CH:5]=[CH:6][CH:7]=1. (2) Given the reactants CO[C:3](=[O:12])[C:4]1[CH:9]=[C:8](Br)[C:7](Cl)=[N:6][CH:5]=1.[Cl:13][C:14]1[CH:19]=[CH:18][C:17](B(O)O)=[CH:16][CH:15]=1.[NH2:23][C@@H:24]1[CH2:29][CH2:28][CH2:27][CH2:26][C@H:25]1[OH:30], predict the reaction product. The product is: [Cl:13][C:14]1[CH:19]=[CH:18][C:17]([C:8]2[C:7]([O:30][CH:25]([CH3:26])[CH3:24])=[N:6][CH:5]=[C:4]([CH:9]=2)[C:3]([NH:23][C@@H:24]2[CH2:29][CH2:28][CH2:27][CH2:26][C@H:25]2[OH:30])=[O:12])=[CH:16][CH:15]=1. (3) Given the reactants [CH:1]#[C:2][CH2:3][NH:4][C@H:5]1[C:9]2[CH:10]=[CH:11][CH:12]=[CH:13][C:8]=2[CH2:7][CH2:6]1.[C:14]1([S:20]([OH:23])(=[O:22])=[O:21])[CH:19]=[CH:18][CH:17]=[CH:16][CH:15]=1, predict the reaction product. The product is: [CH:1]#[C:2][CH2:3][NH:4][C@H:5]1[C:9]2[CH:10]=[CH:11][CH:12]=[CH:13][C:8]=2[CH2:7][CH2:6]1.[S:20]([C:14]1[CH:19]=[CH:18][CH:17]=[CH:16][CH:15]=1)([O-:23])(=[O:22])=[O:21]. (4) Given the reactants Cl.[Br:2][C:3]1[C:4]([F:13])=[CH:5][C:6]([F:12])=[C:7]([CH:11]=1)[C:8]([OH:10])=[O:9].[CH3:14]O, predict the reaction product. The product is: [Br:2][C:3]1[C:4]([F:13])=[CH:5][C:6]([F:12])=[C:7]([CH:11]=1)[C:8]([O:10][CH3:14])=[O:9]. (5) Given the reactants [OH:1][C:2]1[N:10]=[CH:9][CH:8]=[CH:7][C:3]=1[C:4]([OH:6])=[O:5].[OH-].[Na+].[F:13][C:14]([F:24])([F:23])[C:15]1[CH:16]=[C:17]([CH:20]=[CH:21][CH:22]=1)[CH2:18]Br, predict the reaction product. The product is: [O:1]=[C:2]1[C:3]([C:4]([OH:6])=[O:5])=[CH:7][CH:8]=[CH:9][N:10]1[CH2:18][C:17]1[CH:20]=[CH:21][CH:22]=[C:15]([C:14]([F:13])([F:23])[F:24])[CH:16]=1.